Dataset: Full USPTO retrosynthesis dataset with 1.9M reactions from patents (1976-2016). Task: Predict the reactants needed to synthesize the given product. (1) Given the product [C:4]([O:11][C:12]1[CH:20]=[CH:19][C:18]([C:21]2[CH:22]=[N:23][CH:24]=[CH:25][CH:26]=2)=[CH:17][C:13]=1[C:14]([OH:16])=[O:15])(=[O:6])[CH3:5], predict the reactants needed to synthesize it. The reactants are: C(Cl)Cl.[C:4](OC(=O)C)(=[O:6])[CH3:5].[OH:11][C:12]1[CH:20]=[CH:19][C:18]([C:21]2[CH:22]=[N:23][CH:24]=[CH:25][CH:26]=2)=[CH:17][C:13]=1[C:14]([OH:16])=[O:15]. (2) The reactants are: [CH:1]1([CH:7]([NH:22][C:23]2[CH:28]=[CH:27][C:26]([C:29]([NH:31][CH2:32][CH2:33][C:34]([O:36][CH2:37][CH3:38])=[O:35])=[O:30])=[CH:25][CH:24]=2)[C:8]2[CH:12]=[C:11]([C:13]3[CH:18]=[CH:17][CH:16]=[CH:15][CH:14]=3)[O:10][C:9]=2[CH2:19][S:20][CH3:21])[CH2:6][CH2:5][CH2:4][CH2:3][CH2:2]1.[OH:39]OS([O-])=O.[K+]. Given the product [CH:1]1([CH:7]([NH:22][C:23]2[CH:24]=[CH:25][C:26]([C:29]([NH:31][CH2:32][CH2:33][C:34]([O:36][CH2:37][CH3:38])=[O:35])=[O:30])=[CH:27][CH:28]=2)[C:8]2[CH:12]=[C:11]([C:13]3[CH:14]=[CH:15][CH:16]=[CH:17][CH:18]=3)[O:10][C:9]=2[CH2:19][S:20]([CH3:21])=[O:39])[CH2:6][CH2:5][CH2:4][CH2:3][CH2:2]1, predict the reactants needed to synthesize it. (3) Given the product [F:1][C:2]([F:7])([F:6])[C:3]([OH:5])=[O:4].[F:49][C:45]1[CH:44]=[C:43]([C:41]2[N:42]=[C:33]([CH2:32][CH2:31][CH2:30][CH2:29][NH:28][CH2:27][C@@H:26]([C:16]3[C:17]4[S:21][C:20](=[O:22])[NH:19][C:18]=4[C:13]([OH:12])=[CH:14][CH:15]=3)[OH:50])[CH:34]=[C:35]3[C:40]=2[N:39]=[CH:38][CH:37]=[CH:36]3)[CH:48]=[CH:47][CH:46]=1, predict the reactants needed to synthesize it. The reactants are: [F:1][C:2]([F:7])([F:6])[C:3]([OH:5])=[O:4].C([O:12][C:13]1[C:18]2[N:19]=[C:20]([O:22]C(C)C)[S:21][C:17]=2[C:16]([C@@H:26]([OH:50])[CH2:27][NH:28][CH2:29][CH2:30][CH2:31][CH2:32][C:33]2[CH:34]=[C:35]3[C:40](=[C:41]([C:43]4[CH:48]=[CH:47][CH:46]=[C:45]([F:49])[CH:44]=4)[N:42]=2)[N:39]=[CH:38][CH:37]=[CH:36]3)=[CH:15][CH:14]=1)(C)(C)C. (4) Given the product [Si:31]([O:38][CH2:39][CH2:40][N:41]([CH:42]1[CH2:47][CH2:46][O:45][CH2:44][CH2:43]1)[C:28]([C:10]1[C:9]([O:8][CH2:1][C:2]2[CH:7]=[CH:6][CH:5]=[CH:4][CH:3]=2)=[C:14]([OH:15])[N:13]=[C:12]([CH2:16][C:17]2([C:22]3[CH:27]=[CH:26][CH:25]=[CH:24][CH:23]=3)[CH2:21][CH2:20][CH2:19][CH2:18]2)[N:11]=1)=[O:29])([C:34]([CH3:37])([CH3:36])[CH3:35])([CH3:33])[CH3:32], predict the reactants needed to synthesize it. The reactants are: [CH2:1]([O:8][C:9]1[C:10]([C:28](O)=[O:29])=[N:11][C:12]([CH2:16][C:17]2([C:22]3[CH:27]=[CH:26][CH:25]=[CH:24][CH:23]=3)[CH2:21][CH2:20][CH2:19][CH2:18]2)=[N:13][C:14]=1[OH:15])[C:2]1[CH:7]=[CH:6][CH:5]=[CH:4][CH:3]=1.[Si:31]([O:38][CH2:39][CH2:40][NH:41][CH:42]1[CH2:47][CH2:46][O:45][CH2:44][CH2:43]1)([C:34]([CH3:37])([CH3:36])[CH3:35])([CH3:33])[CH3:32].C(N(CC)C(C)C)(C)C.CN(C(ON1N=NC2C=CC=NC1=2)=[N+](C)C)C.F[P-](F)(F)(F)(F)F. (5) Given the product [Cl:1][C:2]1[CH:7]=[CH:6][C:5]([CH:8]([CH2:13][C:14]2[CH:19]=[CH:18][C:17]([Cl:20])=[CH:16][CH:15]=2)[C:9]([NH:24][C:23](=[O:26])[CH2:22][Cl:21])([CH3:12])[CH3:10])=[CH:4][CH:3]=1, predict the reactants needed to synthesize it. The reactants are: [Cl:1][C:2]1[CH:7]=[CH:6][C:5]([CH:8]([CH2:13][C:14]2[CH:19]=[CH:18][C:17]([Cl:20])=[CH:16][CH:15]=2)[C:9]([CH3:12])(O)[CH3:10])=[CH:4][CH:3]=1.[Cl:21][CH2:22][C:23]#[N:24].S(=O)(=O)(O)[OH:26]. (6) Given the product [Cl:1][C:2]1[C:10]([Cl:11])=[C:9]2[C:5]([CH2:6][C:7]([CH:14]3[CH2:18][CH2:17][CH2:16][CH2:15]3)([CH3:13])[C:8]2=[O:12])=[CH:4][C:3]=1[O:19][CH2:21][C:22]1[CH:30]=[CH:29][C:25]([C:26]([NH2:28])=[O:27])=[CH:24][CH:23]=1, predict the reactants needed to synthesize it. The reactants are: [Cl:1][C:2]1[C:10]([Cl:11])=[C:9]2[C:5]([CH2:6][C:7]([CH:14]3[CH2:18][CH2:17][CH2:16][CH2:15]3)([CH3:13])[C:8]2=[O:12])=[CH:4][C:3]=1[OH:19].Br[CH2:21][C:22]1[CH:30]=[CH:29][C:25]([C:26]([NH2:28])=[O:27])=[CH:24][CH:23]=1.C(=O)([O-])[O-].[K+].[K+].